Dataset: Forward reaction prediction with 1.9M reactions from USPTO patents (1976-2016). Task: Predict the product of the given reaction. (1) Given the reactants [F:1][C:2]1[CH:3]=[C:4]([C@H:10]2[N:18]3[C@@H:13]([CH:14]=[CH:15][CH2:16][C:17]3=[O:19])[CH2:12][CH2:11]2)[CH:5]=[C:6]([F:9])[C:7]=1[F:8].[H][H], predict the reaction product. The product is: [F:9][C:6]1[CH:5]=[C:4]([C@H:10]2[N:18]3[C@H:13]([CH2:14][CH2:15][CH2:16][C:17]3=[O:19])[CH2:12][CH2:11]2)[CH:3]=[C:2]([F:1])[C:7]=1[F:8]. (2) Given the reactants C(NC(C)C)(C)C.CCCCCC.[CH3:14][O:15][C:16]([CH:18]1[CH2:23][CH2:22][CH2:21][CH2:20][CH2:19]1)=[O:17].Br[CH2:25][CH:26]([CH2:29][CH3:30])[CH2:27][CH3:28].Cl, predict the reaction product. The product is: [CH3:14][O:15][C:16]([C:18]1([CH2:25][CH:26]([CH2:29][CH3:30])[CH2:27][CH3:28])[CH2:23][CH2:22][CH2:21][CH2:20][CH2:19]1)=[O:17]. (3) Given the reactants COC1C=CC(C([NH:24][C:25]2[CH2:30][O:29][CH2:28][C@:27]([C:32]3[CH:33]=[C:34]([NH:39][C:40]([C:42]4[C:47]([Cl:48])=[CH:46][C:45]([C:49]#[N:50])=[CH:44][N:43]=4)=[O:41])[CH:35]=[CH:36][C:37]=3[F:38])([CH3:31])[N:26]=2)(C2C=CC(OC)=CC=2)C2C=CC=CC=2)=CC=1.FC(F)(F)C(O)=O.C(=O)([O-])[O-].[Na+].[Na+], predict the reaction product. The product is: [ClH:48].[NH2:24][C:25]1[CH2:30][O:29][CH2:28][C@:27]([C:32]2[CH:33]=[C:34]([NH:39][C:40]([C:42]3[C:47]([Cl:48])=[CH:46][C:45]([C:49]#[N:50])=[CH:44][N:43]=3)=[O:41])[CH:35]=[CH:36][C:37]=2[F:38])([CH3:31])[N:26]=1. (4) Given the reactants [F:1][C:2]1[CH:3]=[CH:4][C:5]2[N:9]=[CH:8][N:7]([C:10]3[N:15]=[C:14]([C:16]([O:18][CH2:19][CH3:20])=[O:17])[C:13]([N+:21]([O-])=O)=[C:12]([NH:24][CH:25]4[CH2:30][CH2:29][O:28][CH2:27][CH2:26]4)[N:11]=3)[C:6]=2[CH:31]=1.[H][H], predict the reaction product. The product is: [NH2:21][C:13]1[C:14]([C:16]([O:18][CH2:19][CH3:20])=[O:17])=[N:15][C:10]([N:7]2[C:6]3[CH:31]=[C:2]([F:1])[CH:3]=[CH:4][C:5]=3[N:9]=[CH:8]2)=[N:11][C:12]=1[NH:24][CH:25]1[CH2:26][CH2:27][O:28][CH2:29][CH2:30]1. (5) Given the reactants C(=O)([O-])[O-].[Cs+].[Cs+].Br[C:8]1[CH:9]=[CH:10][C:11]2[O:15][CH2:14][C:13](=[O:16])[C:12]=2[CH:17]=1.[F:18][C:19]1[CH:20]=[C:21](B(O)O)[CH:22]=[CH:23][CH:24]=1.C1(C)C=CC=CC=1, predict the reaction product. The product is: [F:18][C:19]1[CH:24]=[C:23]([C:8]2[CH:9]=[CH:10][C:11]3[O:15][CH2:14][C:13](=[O:16])[C:12]=3[CH:17]=2)[CH:22]=[CH:21][CH:20]=1. (6) Given the reactants Cl.[CH2:2]([O:9][C:10]1[CH:11]=[C:12]([CH:21]=[CH:22][CH:23]=1)[O:13][CH2:14][CH:15]1[CH2:20][CH2:19][NH:18][CH2:17][CH2:16]1)[C:3]1[CH:8]=[CH:7][CH:6]=[CH:5][CH:4]=1.C(N(C(C)C)CC)(C)C.[CH3:33][S:34](Cl)(=[O:36])=[O:35].C(=O)(O)[O-].[Na+], predict the reaction product. The product is: [CH2:2]([O:9][C:10]1[CH:11]=[C:12]([CH:21]=[CH:22][CH:23]=1)[O:13][CH2:14][CH:15]1[CH2:20][CH2:19][N:18]([S:34]([CH3:33])(=[O:36])=[O:35])[CH2:17][CH2:16]1)[C:3]1[CH:4]=[CH:5][CH:6]=[CH:7][CH:8]=1.